Dataset: Forward reaction prediction with 1.9M reactions from USPTO patents (1976-2016). Task: Predict the product of the given reaction. (1) The product is: [Br:1][CH2:2][C:3]([C:5]1[CH:10]=[CH:9][C:8]([N:11]([CH3:13])[CH3:12])=[CH:7][CH:6]=1)=[O:4]. Given the reactants [Br:1][CH:2](Br)[C:3]([C:5]1[CH:10]=[CH:9][C:8]([N:11]([CH3:13])[CH3:12])=[CH:7][CH:6]=1)=[O:4].P([O-])(OCC)OCC.C(N(CC)CC)C, predict the reaction product. (2) The product is: [F:30][C:27]1[CH:26]=[CH:25][C:24]([CH:23]2[CH2:22][CH2:21][NH:20][CH2:19][CH:8]2[CH2:9][OH:10])=[CH:29][CH:28]=1. Given the reactants COCCO[AlH2-]O[CH2:8][CH2:9][O:10]C.[Na+].C(CCC1[CH:23]([C:24]2[CH:29]=[CH:28][C:27]([F:30])=[CH:26][CH:25]=2)[CH2:22][CH2:21][NH:20][CH:19]=1)(O)=O, predict the reaction product. (3) The product is: [Cl:42][C:10]1[C:9]([C:18]2[C:19]([F:39])=[CH:20][C:21]([O:25][CH2:26][CH2:27][CH2:28][O:29][CH2:30][C:31]3[CH:36]=[CH:35][C:34]([O:37][CH3:38])=[CH:33][CH:32]=3)=[CH:22][C:23]=2[F:24])=[C:8]([CH:1]2[CH2:2][CH2:3][CH2:4][CH2:5][CH2:6][CH2:7]2)[N:13]2[N:14]=[CH:15][N:16]=[C:12]2[N:11]=1. Given the reactants [CH:1]1([C:8]2[N:13]3[N:14]=[CH:15][N:16]=[C:12]3[N:11]=[C:10](O)[C:9]=2[C:18]2[C:23]([F:24])=[CH:22][C:21]([O:25][CH2:26][CH2:27][CH2:28][O:29][CH2:30][C:31]3[CH:36]=[CH:35][C:34]([O:37][CH3:38])=[CH:33][CH:32]=3)=[CH:20][C:19]=2[F:39])[CH2:7][CH2:6][CH2:5][CH2:4][CH2:3][CH2:2]1.P(Cl)(Cl)([Cl:42])=O.C(N(CC)C1C=CC=CC=1)C, predict the reaction product. (4) Given the reactants [O:1]=[C:2]1[N:6]([C:7]2[CH:12]=[CH:11][CH:10]=[CH:9][N:8]=2)[CH2:5][CH2:4][N:3]1[CH2:13][C:14]([OH:16])=O.[NH2:17][C:18]1[CH:19]=[C:20]2[C:33](=[CH:34][CH:35]=1)[CH2:32][C:22]1([C:30]3[C:25](=[N:26][CH:27]=[CH:28][CH:29]=3)[NH:24][C:23]1=[O:31])[CH2:21]2.C(Cl)CCl.C1C=CC2N(O)N=NC=2C=1.C(N(CC)C(C)C)(C)C, predict the reaction product. The product is: [O:1]=[C:2]1[N:6]([C:7]2[CH:12]=[CH:11][CH:10]=[CH:9][N:8]=2)[CH2:5][CH2:4][N:3]1[CH2:13][C:14]([NH:17][C:18]1[CH:19]=[C:20]2[C:33](=[CH:34][CH:35]=1)[CH2:32][C:22]1([C:30]3[C:25](=[N:26][CH:27]=[CH:28][CH:29]=3)[NH:24][C:23]1=[O:31])[CH2:21]2)=[O:16]. (5) Given the reactants [CH3:1][N:2]([CH2:35][CH2:36][N:37]1[CH2:42][CH2:41][O:40][CH2:39][CH2:38]1)[C:3]([C:5]1[CH:6]=[C:7]([CH:32]=[CH:33][CH:34]=1)[C:8]([NH:10][C:11]1[CH:16]=[CH:15][C:14]([N:17]2[CH2:22][CH2:21][CH2:20][CH2:19][CH2:18]2)=[CH:13][C:12]=1[C:23]1[CH:24]=[C:25]([CH:29]=[CH:30][N:31]=1)[C:26](O)=[O:27])=[O:9])=[O:4].[C@@H:43]1([NH2:53])[C:52]2[C:47](=[CH:48][CH:49]=[CH:50][CH:51]=2)[CH2:46][CH2:45][CH2:44]1.C(N(C(C)C)CC)(C)C.CN(C(ON1N=NC2C=CC=NC1=2)=[N+](C)C)C.F[P-](F)(F)(F)(F)F, predict the reaction product. The product is: [CH3:1][N:2]([CH2:35][CH2:36][N:37]1[CH2:38][CH2:39][O:40][CH2:41][CH2:42]1)[C:3](=[O:4])[C:5]1[CH:34]=[CH:33][CH:32]=[C:7]([C:8]([NH:10][C:11]2[CH:16]=[CH:15][C:14]([N:17]3[CH2:18][CH2:19][CH2:20][CH2:21][CH2:22]3)=[CH:13][C:12]=2[C:23]2[CH:24]=[C:25]([C:26](=[O:27])[NH:53][C@@H:43]3[C:52]4[C:47](=[CH:48][CH:49]=[CH:50][CH:51]=4)[CH2:46][CH2:45][CH2:44]3)[CH:29]=[CH:30][N:31]=2)=[O:9])[CH:6]=1. (6) The product is: [N+:18]([C:13]1[CH:14]=[CH:15][CH:16]=[CH:17][C:12]=1[S:9]([N:8]([CH2:7][C:6]1[CH:28]=[CH:29][C:3]([CH2:2][O:1][S:38]([CH3:37])(=[O:40])=[O:39])=[CH:4][CH:5]=1)[CH2:21][C:22]1[CH:27]=[CH:26][CH:25]=[CH:24][N:23]=1)(=[O:10])=[O:11])([O-:20])=[O:19]. Given the reactants [OH:1][CH2:2][C:3]1[CH:29]=[CH:28][C:6]([CH2:7][N:8]([CH2:21][C:22]2[CH:27]=[CH:26][CH:25]=[CH:24][N:23]=2)[S:9]([C:12]2[CH:17]=[CH:16][CH:15]=[CH:14][C:13]=2[N+:18]([O-:20])=[O:19])(=[O:11])=[O:10])=[CH:5][CH:4]=1.CCN(CC)CC.[CH3:37][S:38](Cl)(=[O:40])=[O:39].C([O-])(O)=O.[Na+], predict the reaction product. (7) Given the reactants [Cl:1][C:2]1[CH:7]=[CH:6][C:5]([C:8]2[S:12][C:11]([C:13]([O:15]CC)=[O:14])=[C:10]([C:18]3[CH:23]=[CH:22][C:21]([S:24](=[O:31])(=[O:30])[N:25]=CN(C)C)=[CH:20][CH:19]=3)[C:9]=2[CH2:32][N:33]([CH3:35])[CH3:34])=[CH:4][CH:3]=1.[OH-].[Na+].Cl, predict the reaction product. The product is: [Cl:1][C:2]1[CH:3]=[CH:4][C:5]([C:8]2[S:12][C:11]([C:13]([OH:15])=[O:14])=[C:10]([C:18]3[CH:23]=[CH:22][C:21]([S:24](=[O:30])(=[O:31])[NH2:25])=[CH:20][CH:19]=3)[C:9]=2[CH2:32][N:33]([CH3:35])[CH3:34])=[CH:6][CH:7]=1. (8) Given the reactants [F-].[K+].C[Si](C)(C)[C:5]([F:8])([F:7])[F:6].[Cl:11][C:12]1[C:21]2[C:16](=[CH:17][CH:18]=[C:19](I)[CH:20]=2)[CH:15]=[CH:14][N:13]=1, predict the reaction product. The product is: [Cl:11][C:12]1[C:21]2[C:16](=[CH:17][CH:18]=[C:19]([C:5]([F:8])([F:7])[F:6])[CH:20]=2)[CH:15]=[CH:14][N:13]=1. (9) Given the reactants [OH:1][C:2]1[CH:7]=[CH:6][CH:5]=[CH:4][C:3]=1[N:8]1[CH2:13][CH2:12][O:11][C:10]2[CH:14]=[C:15]([S:18]([N:21]([CH2:27][C:28]3[CH:33]=[CH:32][C:31]([O:34][CH3:35])=[CH:30][CH:29]=3)[C:22]3[S:23][CH:24]=[CH:25][N:26]=3)(=[O:20])=[O:19])[CH:16]=[CH:17][C:9]1=2.Br[CH2:37][C:38]#[N:39].C(=O)([O-])[O-].[K+].[K+], predict the reaction product. The product is: [C:38]([CH2:37][O:1][C:2]1[CH:7]=[CH:6][CH:5]=[CH:4][C:3]=1[N:8]1[CH2:13][CH2:12][O:11][C:10]2[CH:14]=[C:15]([S:18]([N:21]([CH2:27][C:28]3[CH:29]=[CH:30][C:31]([O:34][CH3:35])=[CH:32][CH:33]=3)[C:22]3[S:23][CH:24]=[CH:25][N:26]=3)(=[O:19])=[O:20])[CH:16]=[CH:17][C:9]1=2)#[N:39]. (10) Given the reactants [F:1][C:2]1[CH:6]=[C:5]([C:7]([F:10])([F:9])[F:8])[S:4][C:3]=1[C:11](C)([CH3:16])[CH2:12]C(O)=O.[C:18](=[O:21])([O-])[O-:19].[K+].[K+].[CH3:24]I, predict the reaction product. The product is: [F:1][C:2]1[CH:6]=[C:5]([C:7]([F:9])([F:10])[F:8])[S:4][C:3]=1[C:11]([CH3:12])([CH3:16])[C:18]([O:19][CH3:24])=[O:21].